From a dataset of Forward reaction prediction with 1.9M reactions from USPTO patents (1976-2016). Predict the product of the given reaction. (1) Given the reactants [CH3:1][O:2][CH2:3][CH2:4][CH2:5][OH:6].F[C:8]1[CH:16]=[CH:15][C:11]([C:12]([OH:14])=[O:13])=[CH:10][C:9]=1[C:17]([F:20])([F:19])[F:18].[H-].[Na+].CN(C=O)C, predict the reaction product. The product is: [CH3:1][O:2][CH2:3][CH2:4][CH2:5][O:6][C:8]1[CH:16]=[CH:15][C:11]([C:12]([OH:14])=[O:13])=[CH:10][C:9]=1[C:17]([F:18])([F:20])[F:19]. (2) Given the reactants [NH3:1].[CH3:2][O:3][C:4]1[CH:21]=[CH:20][C:7]([CH2:8][N:9]2[C:14](=[O:15])[CH2:13][CH2:12][CH:11]([C:16](OC)=[O:17])[CH2:10]2)=[CH:6][CH:5]=1, predict the reaction product. The product is: [CH3:2][O:3][C:4]1[CH:21]=[CH:20][C:7]([CH2:8][N:9]2[C:14](=[O:15])[CH2:13][CH2:12][CH:11]([C:16]([NH2:1])=[O:17])[CH2:10]2)=[CH:6][CH:5]=1. (3) Given the reactants CI.[NH:3]1[C:7]2[CH:8]=[CH:9][CH:10]=[CH:11][C:6]=2[N:5]=[C:4]1[CH2:12][C:13]#[N:14].[C:15](=O)([O-])[O-].[K+].[K+].O, predict the reaction product. The product is: [CH3:15][N:3]1[C:7]2[CH:8]=[CH:9][CH:10]=[CH:11][C:6]=2[N:5]=[C:4]1[CH2:12][C:13]#[N:14]. (4) Given the reactants [CH:1]1([C:6]2[N:10]([C:11]3[CH:16]=[CH:15][CH:14]=[CH:13][C:12]=3[F:17])[N:9]=[N:8][C:7]=2[C:18]([OH:20])=O)[CH2:5][CH2:4][CH2:3][CH2:2]1.[F:21][C:22]1[CH:31]=[CH:30][C:29]([F:32])=[CH:28][C:23]=1[C:24](=[N:26]O)[NH2:25], predict the reaction product. The product is: [CH:1]1([C:6]2[N:10]([C:11]3[CH:16]=[CH:15][CH:14]=[CH:13][C:12]=3[F:17])[N:9]=[N:8][C:7]=2[C:18]2[O:20][N:25]=[C:24]([C:23]3[CH:28]=[C:29]([F:32])[CH:30]=[CH:31][C:22]=3[F:21])[N:26]=2)[CH2:2][CH2:3][CH2:4][CH2:5]1. (5) Given the reactants [CH:1]1[CH2:6][CH2:5][CH2:4][CH2:3][CH:2]=1.[NH2:7][N:8]1[C:12](=[O:13])[C:11]2=[CH:14][CH:15]=[CH:16][CH:17]=[C:10]2[C:9]1=[O:18].C(O)(=O)C.C(N(CC)CC)C, predict the reaction product. The product is: [C:9]1(=[O:18])[N:8]([N:7]2[CH:6]3[CH:1]2[CH2:2][CH2:3][CH2:4][CH2:5]3)[C:12](=[O:13])[C:11]2=[CH:14][CH:15]=[CH:16][CH:17]=[C:10]12.